Dataset: Full USPTO retrosynthesis dataset with 1.9M reactions from patents (1976-2016). Task: Predict the reactants needed to synthesize the given product. (1) Given the product [CH3:49][O:50][C:51]1[CH:52]=[C:53]2[C:58](=[CH:59][C:60]=1[O:61][CH3:62])[N:57]=[CH:56][CH:55]=[C:54]2[O:63][C:64]1[CH:70]=[CH:69][C:67]([NH:68][C:47]([NH:46][C:33](=[O:45])[CH2:34][CH2:35][CH2:36][CH2:37][CH2:38][CH2:39][CH2:40][CH2:41][CH2:42][CH2:43][CH3:44])=[S:48])=[C:66]([F:71])[CH:65]=1, predict the reactants needed to synthesize it. The reactants are: S(Cl)(Cl)=O.C(O)(=O)CCCCCCCCCCC.C(Cl)(=O)CCCCCCCCCCC.[C:33]([N:46]=[C:47]=[S:48])(=[O:45])[CH2:34][CH2:35][CH2:36][CH2:37][CH2:38][CH2:39][CH2:40][CH2:41][CH2:42][CH2:43][CH3:44].[CH3:49][O:50][C:51]1[CH:52]=[C:53]2[C:58](=[CH:59][C:60]=1[O:61][CH3:62])[N:57]=[CH:56][CH:55]=[C:54]2[O:63][C:64]1[CH:70]=[CH:69][C:67]([NH2:68])=[C:66]([F:71])[CH:65]=1. (2) Given the product [CH3:1][C:2]1[CH:6]=[CH:5][O:4][C:3]=1[C:7]([NH:43][C:44]1[CH:45]=[C:46]([NH:50][C:51]2[CH:56]=[CH:55][N:54]=[C:53]([C:57]3[NH:61][CH:60]=[C:59]([C:62]([O:64][CH3:65])=[O:63])[CH:58]=3)[CH:52]=2)[CH:47]=[CH:48][CH:49]=1)=[O:9], predict the reactants needed to synthesize it. The reactants are: [CH3:1][C:2]1[CH:6]=[CH:5][O:4][C:3]=1[C:7]([OH:9])=O.CN(C(ON1N=NC2C=CC=NC1=2)=[N+](C)C)C.F[P-](F)(F)(F)(F)F.C(N(CC)C(C)C)(C)C.[NH2:43][C:44]1[CH:45]=[C:46]([NH:50][C:51]2[CH:56]=[CH:55][N:54]=[C:53]([C:57]3[NH:61][CH:60]=[C:59]([C:62]([O:64][CH3:65])=[O:63])[CH:58]=3)[CH:52]=2)[CH:47]=[CH:48][CH:49]=1. (3) The reactants are: [F:1][C:2]([F:9])([F:8])[C:3]([O:5]CC)=O.C[O-].[Na+].[Cl:13][C:14]1[CH:19]=[CH:18][C:17]([C:20](=[O:22])[CH3:21])=[CH:16][CH:15]=1.Cl. Given the product [F:9][C:2]([F:1])([F:8])[C:3](=[O:5])[CH2:21][C:20]([C:17]1[CH:18]=[CH:19][C:14]([Cl:13])=[CH:15][CH:16]=1)=[O:22], predict the reactants needed to synthesize it. (4) Given the product [C:21](=[O:22])([O:4][CH2:3][C:2]([F:8])([F:1])[CH:5]([F:7])[F:6])[O:20][CH2:18][CH3:19], predict the reactants needed to synthesize it. The reactants are: [F:1][C:2]([F:8])([CH:5]([F:7])[F:6])[CH2:3][OH:4].N1C=CC=CC=1.C(=O)=O.[CH2:18]([O:20][C:21](Cl)=[O:22])[CH3:19]. (5) Given the product [Cl:1][C:2]1[C:3]2[C:17]([C:18]#[C:19][CH2:20][N:47]([CH2:48][CH:49]([CH3:51])[CH3:50])[CH2:43][CH:44]([CH3:46])[CH3:45])=[CH:16][N:15]([CH2:22][C:23]3[C:28]([CH3:29])=[C:27]([O:30][CH3:31])[C:26]([CH3:32])=[CH:25][N:24]=3)[C:4]=2[N:5]=[C:6]([NH:8][C:9](=[O:14])[C:10]([CH3:11])([CH3:12])[CH3:13])[N:7]=1, predict the reactants needed to synthesize it. The reactants are: [Cl:1][C:2]1[C:3]2[C:17]([C:18]#[C:19][CH2:20]O)=[CH:16][N:15]([CH2:22][C:23]3[C:28]([CH3:29])=[C:27]([O:30][CH3:31])[C:26]([CH3:32])=[CH:25][N:24]=3)[C:4]=2[N:5]=[C:6]([NH:8][C:9](=[O:14])[C:10]([CH3:13])([CH3:12])[CH3:11])[N:7]=1.CS(Cl)(=O)=O.S([O-])(=O)(=O)C.[CH2:43]([NH:47][CH2:48][CH:49]([CH3:51])[CH3:50])[CH:44]([CH3:46])[CH3:45]. (6) Given the product [Cl:8][C:9]1[C:10]([F:46])=[C:11]([NH:15][C:16]2[C:25]3[C:20](=[CH:21][C:22]([O:44][CH3:45])=[C:23]([O:26][C@@H:27]4[CH2:32][CH2:31][NH:30][C@@H:29]([C:40]([NH:42][CH3:43])=[O:41])[CH2:28]4)[CH:24]=3)[N:19]=[CH:18][N:17]=2)[CH:12]=[CH:13][CH:14]=1, predict the reactants needed to synthesize it. The reactants are: C(O)(C(F)(F)F)=O.[Cl:8][C:9]1[C:10]([F:46])=[C:11]([NH:15][C:16]2[C:25]3[C:20](=[CH:21][C:22]([O:44][CH3:45])=[C:23]([O:26][C@@H:27]4[CH2:32][CH2:31][N:30](C(OC(C)(C)C)=O)[C@@H:29]([C:40]([NH:42][CH3:43])=[O:41])[CH2:28]4)[CH:24]=3)[N:19]=[CH:18][N:17]=2)[CH:12]=[CH:13][CH:14]=1. (7) Given the product [Cl:33][C:2]1[CH:9]=[C:8]([N:10]2[CH2:16][CH2:15][CH2:14][C:13]3[O:17][C:18]([C:20]4[CH:25]=[CH:24][CH:23]=[CH:22][N:21]=4)=[N:19][C:12]=3[CH2:11]2)[CH:7]=[CH:4][CH:3]=1, predict the reactants needed to synthesize it. The reactants are: F[C:2]1[CH:3]=[C:4]([CH:7]=[C:8]([N:10]2[CH2:16][CH2:15][CH2:14][C:13]3[O:17][C:18]([C:20]4[CH:25]=[CH:24][CH:23]=[CH:22][N:21]=4)=[N:19][C:12]=3[CH2:11]2)[CH:9]=1)C#N.BrC1C=CC=C([Cl:33])C=1.